Dataset: Forward reaction prediction with 1.9M reactions from USPTO patents (1976-2016). Task: Predict the product of the given reaction. (1) Given the reactants [O:1]([C:8]1[CH:13]=[CH:12][C:11]([C:14]2[C:22]3[C:17](=[N:18][CH:19]=[N:20][C:21]=3[NH2:23])[N:16]([CH:24]3[CH2:28][CH2:27][NH:26][CH2:25]3)[N:15]=2)=[CH:10][CH:9]=1)[C:2]1[CH:7]=[CH:6][CH:5]=[CH:4][CH:3]=1.[CH3:29][N:30]1[CH2:35][CH2:34][C:33](=O)[CH2:32][CH2:31]1.C(O[BH-](OC(=O)C)OC(=O)C)(=O)C.[Na+].C(O)(=O)C.C(=O)(O)[O-].[Na+], predict the reaction product. The product is: [CH3:29][N:30]1[CH2:35][CH2:34][CH:33]([N:26]2[CH2:27][CH2:28][CH:24]([N:16]3[C:17]4=[N:18][CH:19]=[N:20][C:21]([NH2:23])=[C:22]4[C:14]([C:11]4[CH:10]=[CH:9][C:8]([O:1][C:2]5[CH:7]=[CH:6][CH:5]=[CH:4][CH:3]=5)=[CH:13][CH:12]=4)=[N:15]3)[CH2:25]2)[CH2:32][CH2:31]1. (2) Given the reactants [CH3:1][C:2]1[CH:9]=[CH:8][C:5]([CH:6]=[O:7])=[CH:4][C:3]=1B1OC(C)(C)C(C)(C)O1.[F-].[K+].C1COCC1.Br[CH2:27][C:28]([O:30][CH2:31][CH3:32])=[O:29], predict the reaction product. The product is: [CH:6]([C:5]1[CH:8]=[CH:9][C:2]([CH3:1])=[C:3]([CH2:27][C:28]([O:30][CH2:31][CH3:32])=[O:29])[CH:4]=1)=[O:7]. (3) Given the reactants [C:1]([O:5][C:6]([N:8]1[CH2:14][CH2:13][C:12]2[C:15]([S:20]C(=O)N(C)C)=[C:16]([Cl:19])[CH:17]=[CH:18][C:11]=2[CH2:10][CH2:9]1)=[O:7])([CH3:4])([CH3:3])[CH3:2].Br[CH2:27][C:28]([O:30][CH3:31])=[O:29], predict the reaction product. The product is: [C:1]([O:5][C:6]([N:8]1[CH2:14][CH2:13][C:12]2[C:15]([S:20][CH2:27][C:28]([O:30][CH3:31])=[O:29])=[C:16]([Cl:19])[CH:17]=[CH:18][C:11]=2[CH2:10][CH2:9]1)=[O:7])([CH3:4])([CH3:2])[CH3:3]. (4) Given the reactants [F:1][C:2]1[C:8]([F:9])=[C:7]([F:10])[CH:6]=[CH:5][C:3]=1[NH2:4].[C:11]([O:16][CH2:17][CH3:18])(=[O:15])[C:12]([CH3:14])=O.Cl, predict the reaction product. The product is: [F:1][C:2]1[C:8]([F:9])=[C:7]([F:10])[CH:6]=[CH:5][C:3]=1[NH:4][CH:12]([CH3:14])[C:11]([O:16][CH2:17][CH3:18])=[O:15].